From a dataset of Catalyst prediction with 721,799 reactions and 888 catalyst types from USPTO. Predict which catalyst facilitates the given reaction. (1) Reactant: FC(F)(F)C(O)=O.[O:8]=[C:9]([NH:42][C:43]1[NH:44][CH2:45][CH2:46][CH2:47][N:48]=1)[CH2:10][CH2:11][CH2:12][O:13][C:14]1[CH:41]=[CH:40][C:17]([CH2:18][C@@H:19]([C:33]([O:35]C(C)(C)C)=[O:34])[NH:20][C:21]2[N:25]([CH2:26][C:27]3[CH:32]=[CH:31][CH:30]=[CH:29][CH:28]=3)[N:24]=[N:23][N:22]=2)=[CH:16][CH:15]=1.C1(C)C=CC=CC=1. Product: [O:8]=[C:9]([NH:42][C:43]1[NH:44][CH2:45][CH2:46][CH2:47][N:48]=1)[CH2:10][CH2:11][CH2:12][O:13][C:14]1[CH:41]=[CH:40][C:17]([CH2:18][C@@H:19]([C:33]([OH:35])=[O:34])[NH:20][C:21]2[N:25]([CH2:26][C:27]3[CH:32]=[CH:31][CH:30]=[CH:29][CH:28]=3)[N:24]=[N:23][N:22]=2)=[CH:16][CH:15]=1. The catalyst class is: 4. (2) Reactant: C(=O)([O-])[O-].[Cs+].[Cs+].Br[C:8]1[CH:16]=[C:15]2[C:11]([CH2:12][CH2:13][C:14]2=[O:17])=[CH:10][CH:9]=1.[F:18][C:19]1[CH:20]=[C:21](B(O)O)[CH:22]=[CH:23][CH:24]=1.C1(C)C=CC=CC=1. Product: [F:18][C:19]1[CH:24]=[C:23]([C:8]2[CH:16]=[C:15]3[C:11]([CH2:12][CH2:13][C:14]3=[O:17])=[CH:10][CH:9]=2)[CH:22]=[CH:21][CH:20]=1. The catalyst class is: 535.